The task is: Predict the reaction yield, written as a fraction of the theoretical maximum amount of product (1.0 means a 100% yield; for example, 0.34 means a 34% yield).. This data is from Reaction yield outcomes from USPTO patents with 853,638 reactions. (1) The reactants are Cl[C:2]([O:4][CH2:5][C:6]([Cl:9])([Cl:8])[Cl:7])=[O:3].[NH2:10][C:11]1[N:15]([C:16]2[CH:17]=[C:18]([S:22][CH2:23][CH2:24][OH:25])[CH:19]=[CH:20][CH:21]=2)[N:14]=[C:13]([C:26]([CH3:29])([CH3:28])[CH3:27])[CH:12]=1.CCN(C(C)C)C(C)C. The catalyst is C1COCC1.O. The product is [Cl:7][C:6]([Cl:9])([Cl:8])[CH2:5][O:4][C:2](=[O:3])[NH:10][C:11]1[N:15]([C:16]2[CH:21]=[CH:20][CH:19]=[C:18]([S:22][CH2:23][CH2:24][OH:25])[CH:17]=2)[N:14]=[C:13]([C:26]([CH3:29])([CH3:28])[CH3:27])[CH:12]=1. The yield is 1.00. (2) The reactants are F[C:2]1[CH:9]=[CH:8][C:5]([CH:6]=[O:7])=[CH:4][CH:3]=1.[CH3:10][CH:11]1[CH2:16][NH:15][CH2:14][CH:13]([CH3:17])[N:12]1[C:18](=[O:20])[CH3:19].C(=O)([O-])[O-].[K+].[K+]. The catalyst is CN(C=O)C. The product is [C:18]([N:12]1[CH:11]([CH3:10])[CH2:16][N:15]([C:2]2[CH:9]=[CH:8][C:5]([CH:6]=[O:7])=[CH:4][CH:3]=2)[CH2:14][CH:13]1[CH3:17])(=[O:20])[CH3:19]. The yield is 0.462.